From a dataset of NCI-60 drug combinations with 297,098 pairs across 59 cell lines. Regression. Given two drug SMILES strings and cell line genomic features, predict the synergy score measuring deviation from expected non-interaction effect. (1) Drug 1: CCCCCOC(=O)NC1=NC(=O)N(C=C1F)C2C(C(C(O2)C)O)O. Drug 2: CCC1=C2CN3C(=CC4=C(C3=O)COC(=O)C4(CC)O)C2=NC5=C1C=C(C=C5)O. Cell line: COLO 205. Synergy scores: CSS=39.6, Synergy_ZIP=1.96, Synergy_Bliss=0.654, Synergy_Loewe=-78.7, Synergy_HSA=-0.613. (2) Drug 1: CCC1=CC2CC(C3=C(CN(C2)C1)C4=CC=CC=C4N3)(C5=C(C=C6C(=C5)C78CCN9C7C(C=CC9)(C(C(C8N6C)(C(=O)OC)O)OC(=O)C)CC)OC)C(=O)OC.C(C(C(=O)O)O)(C(=O)O)O. Drug 2: CCCS(=O)(=O)NC1=C(C(=C(C=C1)F)C(=O)C2=CNC3=C2C=C(C=N3)C4=CC=C(C=C4)Cl)F. Cell line: RPMI-8226. Synergy scores: CSS=47.6, Synergy_ZIP=9.49, Synergy_Bliss=11.7, Synergy_Loewe=-11.5, Synergy_HSA=8.69. (3) Drug 1: COCCOC1=C(C=C2C(=C1)C(=NC=N2)NC3=CC=CC(=C3)C#C)OCCOC. Drug 2: CC1(CCCN1)C2=NC3=C(C=CC=C3N2)C(=O)N. Cell line: NCIH23. Synergy scores: CSS=38.6, Synergy_ZIP=-0.813, Synergy_Bliss=-2.87, Synergy_Loewe=-25.4, Synergy_HSA=-1.94. (4) Drug 1: C1CC(=O)NC(=O)C1N2C(=O)C3=CC=CC=C3C2=O. Drug 2: C1C(C(OC1N2C=NC(=NC2=O)N)CO)O. Cell line: NCI/ADR-RES. Synergy scores: CSS=-8.36, Synergy_ZIP=5.78, Synergy_Bliss=2.17, Synergy_Loewe=-6.81, Synergy_HSA=-7.62.